Dataset: Forward reaction prediction with 1.9M reactions from USPTO patents (1976-2016). Task: Predict the product of the given reaction. (1) The product is: [CH2:1]([O:3][C:4]([C:5]1[NH:14][C:8]2[C:7](=[N:12][C:11]([Cl:13])=[CH:10][CH:9]=2)[CH:6]=1)=[O:18])[CH3:2]. Given the reactants [CH2:1]([O:3][C:4](=[O:18])[C:5](=O)[CH2:6][C:7]1[N:12]=[C:11]([Cl:13])[CH:10]=[CH:9][C:8]=1[N+:14]([O-])=O)[CH3:2].[Cl-].[NH4+], predict the reaction product. (2) Given the reactants [CH2:1]([C:5]1[N:9]([C:10]2[CH:15]=[CH:14][CH:13]=[CH:12][CH:11]=2)[N:8]=[C:7]([CH2:16][NH2:17])[C:6]=1[CH3:18])[CH:2]([CH3:4])[CH3:3].C(N(CC)CC)C.[CH:26]1[C:35]2[C:30](=[CH:31][CH:32]=[CH:33][CH:34]=2)[CH:29]=[CH:28][C:27]=1[S:36](Cl)(=[O:38])=[O:37].O, predict the reaction product. The product is: [CH2:1]([C:5]1[N:9]([C:10]2[CH:15]=[CH:14][CH:13]=[CH:12][CH:11]=2)[N:8]=[C:7]([CH2:16][NH:17][S:36]([C:27]2[CH:28]=[CH:29][C:30]3[C:35](=[CH:34][CH:33]=[CH:32][CH:31]=3)[CH:26]=2)(=[O:38])=[O:37])[C:6]=1[CH3:18])[CH:2]([CH3:4])[CH3:3].